Predict the product of the given reaction. From a dataset of Forward reaction prediction with 1.9M reactions from USPTO patents (1976-2016). (1) Given the reactants [CH2:1]([C@H:8]1[C@H:16]([CH3:17])[O:15][C:14](=[O:18])[C@@H:13]([NH:19]C(=O)OCC2C=CC=CC=2)[CH2:12][O:11][CH2:10][C@@H:9]1[CH2:30][C:31]1[CH:36]=[CH:35][C:34]([Cl:37])=[CH:33][CH:32]=1)[C:2]1[CH:7]=[CH:6][CH:5]=[CH:4][CH:3]=1.Br.C([O-])(O)=O.[Na+], predict the reaction product. The product is: [NH2:19][C@H:13]1[CH2:12][O:11][CH2:10][C@H:9]([CH2:30][C:31]2[CH:32]=[CH:33][C:34]([Cl:37])=[CH:35][CH:36]=2)[C@@H:8]([CH2:1][C:2]2[CH:7]=[CH:6][CH:5]=[CH:4][CH:3]=2)[C@H:16]([CH3:17])[O:15][C:14]1=[O:18]. (2) Given the reactants C(=[N:14][C:15]1[CH:20]=[CH:19][C:18]([C:21]2(F)[CH2:26][CH2:25][N:24]([CH3:27])[CH2:23][CH2:22]2)=[CH:17][CH:16]=1)(C1C=CC=CC=1)C1C=CC=CC=1.[C:29]([O-])(=[O:31])C.[Na+].Cl.NO, predict the reaction product. The product is: [CH3:29][O:31][C:21]1([C:18]2[CH:19]=[CH:20][C:15]([NH2:14])=[CH:16][CH:17]=2)[CH2:26][CH2:25][N:24]([CH3:27])[CH2:23][CH2:22]1. (3) Given the reactants [Cl:1][C:2]([C:11]([F:14])([F:13])[F:12])([CH2:7][CH:8](Cl)[F:9])[C:3]([F:6])([F:5])[F:4].[OH-].[K+], predict the reaction product. The product is: [Cl:1][C:2]([C:11]([F:12])([F:13])[F:14])([C:3]([F:4])([F:5])[F:6])[CH:7]=[CH:8][F:9].